From a dataset of Full USPTO retrosynthesis dataset with 1.9M reactions from patents (1976-2016). Predict the reactants needed to synthesize the given product. (1) Given the product [Cl-:31].[C:8]([N:12]([C:29](=[O:30])[CH2:22][CH2:23][CH2:24][CH2:25][CH2:26][CH3:27])[C:13]1[N:3]2[CH:4]=[CH:5][CH:6]=[CH:7][C:2]2=[N+:1]([C:29](=[O:30])[CH2:22][CH2:23][CH2:24][CH2:25][CH2:26][CH3:27])[C:14]=1[C:15]1[CH:20]=[CH:19][CH:18]=[CH:17][CH:16]=1)([CH3:11])([CH3:10])[CH3:9], predict the reactants needed to synthesize it. The reactants are: [NH2:1][C:2]1[CH:7]=[CH:6][CH:5]=[CH:4][N:3]=1.[C:8]([N+:12]#[C-:13])([CH3:11])([CH3:10])[CH3:9].[CH:14](=O)[C:15]1[CH:20]=[CH:19][CH:18]=[CH:17][CH:16]=1.[CH2:22]([C:29]([Cl:31])=[O:30])[CH2:23][CH2:24][CH2:25][CH2:26][CH2:27]C. (2) Given the product [CH:1]1([C@H:7]([NH:9][C:10]([C:12]2[CH:13]=[C:14]3[C:18](=[CH:19][CH:20]=2)[NH:17][N:16]=[C:15]3[I:21])=[O:11])[CH3:8])[CH2:6][CH2:5][CH2:4][CH2:3][CH2:2]1, predict the reactants needed to synthesize it. The reactants are: [CH:1]1([C@H:7]([NH:9][C:10]([C:12]2[CH:13]=[C:14]3[C:18](=[CH:19][CH:20]=2)[NH:17][N:16]=[CH:15]3)=[O:11])[CH3:8])[CH2:6][CH2:5][CH2:4][CH2:3][CH2:2]1.[I:21]I.C([O-])([O-])=O.[K+].[K+]. (3) Given the product [CH3:1][N:2]1[CH:6]=[CH:5][N:4]=[C:3]1[CH:7]1[C:12]2=[N:13][NH:14][C:15](=[O:20])[C:16]3[CH:17]=[CH:18][CH:19]=[C:10]([C:11]=32)[NH:9][CH:8]1[C:21]1[CH:22]=[CH:23][C:24]([CH2:25][N:33]2[CH2:37][CH2:36][CH2:35][CH2:34]2)=[CH:27][CH:28]=1, predict the reactants needed to synthesize it. The reactants are: [CH3:1][N:2]1[CH:6]=[CH:5][N:4]=[C:3]1[CH:7]1[C:12]2=[N:13][NH:14][C:15](=[O:20])[C:16]3[CH:17]=[CH:18][CH:19]=[C:10]([C:11]=32)[NH:9][CH:8]1[C:21]1[CH:28]=[CH:27][C:24]([CH:25]=O)=[CH:23][CH:22]=1.C(O)(=O)C.[NH:33]1[CH2:37][CH2:36][CH2:35][CH2:34]1.[BH3-]C#N.[Na+]. (4) The reactants are: [OH-].[Na+].[Cl:3][C:4]1[CH:5]=[C:6]([C:14]2[O:18][N:17]=[C:16]([C:19]3[C:20]([O:33][CH3:34])=[C:21]([CH2:26][CH2:27][C:28]([O:30]CC)=[O:29])[CH:22]=[C:23]([F:25])[CH:24]=3)[N:15]=2)[CH:7]=[CH:8][C:9]=1[O:10][CH:11]([CH3:13])[CH3:12].Cl. Given the product [Cl:3][C:4]1[CH:5]=[C:6]([C:14]2[O:18][N:17]=[C:16]([C:19]3[C:20]([O:33][CH3:34])=[C:21]([CH2:26][CH2:27][C:28]([OH:30])=[O:29])[CH:22]=[C:23]([F:25])[CH:24]=3)[N:15]=2)[CH:7]=[CH:8][C:9]=1[O:10][CH:11]([CH3:13])[CH3:12], predict the reactants needed to synthesize it. (5) Given the product [C:5]([C:4]1[CH:7]=[CH:8][C:9]([O:10][C:18]2[N:28]=[CH:27][CH:26]=[C:25]([CH:29]=[CH2:30])[C:19]=2[C:20]([O:22][CH2:23][CH3:24])=[O:21])=[C:2]([F:1])[CH:3]=1)#[N:6], predict the reactants needed to synthesize it. The reactants are: [F:1][C:2]1[CH:3]=[C:4]([CH:7]=[CH:8][C:9]=1[OH:10])[C:5]#[N:6].C(=O)([O-])[O-].[K+].[K+].F[C:18]1[N:28]=[CH:27][CH:26]=[C:25]([CH:29]=[CH2:30])[C:19]=1[C:20]([O:22][CH2:23][CH3:24])=[O:21]. (6) Given the product [CH3:20][O:19][C:16]1[CH:17]=[CH:18][C:13]([C:10]2[C:6]3[S:7][CH:8]=[CH:9][C:5]=3[O:12][N:11]=2)=[CH:14][CH:15]=1, predict the reactants needed to synthesize it. The reactants are: O.[OH-].[K+].Br[C:5]1[CH:9]=[CH:8][S:7][C:6]=1[C:10]([C:13]1[CH:18]=[CH:17][C:16]([O:19][CH3:20])=[CH:15][CH:14]=1)=[N:11][OH:12].COCCO.